From a dataset of Reaction yield outcomes from USPTO patents with 853,638 reactions. Predict the reaction yield, written as a fraction of the theoretical maximum amount of product (1.0 means a 100% yield; for example, 0.34 means a 34% yield). (1) The reactants are [C:1]([C:3]1[CH:4]=[C:5]([CH:10]([CH3:18])[C:11]([O:13][C:14]([CH3:17])([CH3:16])[CH3:15])=[O:12])[CH:6]=[CH:7][C:8]=1F)#[N:2].[Cl:19][C:20]1[CH:21]=[C:22]([CH:33]=[CH:34][C:35]=1[Cl:36])[C:23]([NH:25][C:26]1[CH:31]=[CH:30][C:29]([OH:32])=[CH:28][CH:27]=1)=[O:24].C([O-])([O-])=O.[K+].[K+]. The catalyst is CS(C)=O.CCOC(C)=O.C(=O)([O-])[O-].[Na+].[Na+]. The product is [C:1]([C:3]1[CH:4]=[C:5]([CH:10]([CH3:18])[C:11]([O:13][C:14]([CH3:17])([CH3:16])[CH3:15])=[O:12])[CH:6]=[CH:7][C:8]=1[O:32][C:29]1[CH:30]=[CH:31][C:26]([NH:25][C:23](=[O:24])[C:22]2[CH:33]=[CH:34][C:35]([Cl:36])=[C:20]([Cl:19])[CH:21]=2)=[CH:27][CH:28]=1)#[N:2]. The yield is 0.550. (2) The product is [NH:34]1[C:35]2[C:40](=[CH:39][CH:38]=[CH:37][CH:36]=2)[CH:41]=[C:33]1[C:29]1[CH:28]=[C:27]([C:18]2[C:19]([N:21]([CH3:26])[S:22]([CH3:25])(=[O:23])=[O:24])=[CH:20][C:10]3[O:9][C:8]([C:5]4[CH:4]=[CH:3][C:2]([F:1])=[CH:7][CH:6]=4)=[C:12]([C:13]([NH:15][CH3:16])=[O:14])[C:11]=3[CH:17]=2)[CH:32]=[CH:31][CH:30]=1. The yield is 0.414. The catalyst is CN(C=O)C. The reactants are [F:1][C:2]1[CH:7]=[CH:6][C:5]([C:8]2[O:9][C:10]3[CH:20]=[C:19]([N:21]([CH3:26])[S:22]([CH3:25])(=[O:24])=[O:23])[C:18]([C:27]4[CH:32]=[CH:31][CH:30]=[C:29]([C:33]5[N:34](COCC[Si](C)(C)C)[C:35]6[C:40]([CH:41]=5)=[CH:39][CH:38]=[CH:37][CH:36]=6)[CH:28]=4)=[CH:17][C:11]=3[C:12]=2[C:13]([NH:15][CH3:16])=[O:14])=[CH:4][CH:3]=1.CCCC[N+](CCCC)(CCCC)CCCC.[F-].C(N)CN.